This data is from Forward reaction prediction with 1.9M reactions from USPTO patents (1976-2016). The task is: Predict the product of the given reaction. Given the reactants [CH2:1]([O:3][C:4](=[O:20])[C:5](=[O:19])[CH2:6][C:7]([C:10]1[C:18]2[O:17][CH2:16][O:15][C:14]=2[CH:13]=[CH:12][CH:11]=1)([CH3:9])[CH3:8])[CH3:2].[F:21][C:22]([Si](C)(C)C)([F:24])[F:23].[F-].C([N+](CCCC)(CCCC)CCCC)CCC, predict the reaction product. The product is: [CH2:1]([O:3][C:4](=[O:20])[C:5]([OH:19])([C:22]([F:24])([F:23])[F:21])[CH2:6][C:7]([C:10]1[C:18]2[O:17][CH2:16][O:15][C:14]=2[CH:13]=[CH:12][CH:11]=1)([CH3:9])[CH3:8])[CH3:2].